This data is from Catalyst prediction with 721,799 reactions and 888 catalyst types from USPTO. The task is: Predict which catalyst facilitates the given reaction. (1) Product: [Cl:30][C:31]1[CH:38]=[CH:37][CH:36]=[CH:35][C:32]=1[CH:33]=[CH:2][O:3][CH3:4]. Reactant: [Cl-].[CH3:2][O:3][CH2:4][P+](C1C=CC=CC=1)(C1C=CC=CC=1)C1C=CC=CC=1.CC(C)([O-])C.[K+].[Cl:30][C:31]1[CH:38]=[CH:37][CH:36]=[CH:35][C:32]=1[CH:33]=O. The catalyst class is: 7. (2) Reactant: [Br:1][C:2]1[CH:11]=[C:10]([N+:12]([O-])=O)[C:9]2[CH2:8][CH2:7][CH2:6][CH2:5][C:4]=2[N+:3]=1[O-]. Product: [Br:1][C:2]1[CH:11]=[C:10]([NH2:12])[C:9]2[CH2:8][CH2:7][CH2:6][CH2:5][C:4]=2[N:3]=1. The catalyst class is: 770.